Dataset: Reaction yield outcomes from USPTO patents with 853,638 reactions. Task: Predict the reaction yield, written as a fraction of the theoretical maximum amount of product (1.0 means a 100% yield; for example, 0.34 means a 34% yield). (1) The reactants are NC1C=CC(C(O)=O)=CC=1.C1(C(Cl)=O)CCCCC1.CCN(CC)CC.[OH-].[Na+].[CH:29]1([C:35]([NH:37][C:38]2[CH:47]=[CH:46][C:41]([C:42]([O:44]C)=[O:43])=[CH:40][CH:39]=2)=[O:36])[CH2:34][CH2:33][CH2:32][CH2:31][CH2:30]1. The catalyst is C1COCC1. The product is [CH:29]1([C:35]([NH:37][C:38]2[CH:47]=[CH:46][C:41]([C:42]([OH:44])=[O:43])=[CH:40][CH:39]=2)=[O:36])[CH2:30][CH2:31][CH2:32][CH2:33][CH2:34]1. The yield is 0.920. (2) The reactants are [CH3:1][C:2]([CH3:22])([CH3:21])[C:3]#[C:4][C:5]1[CH:10]=[C:9]([N+:11]([O-:13])=[O:12])[C:8]([F:14])=[CH:7][C:6]=1[NH:15]C(=O)CCC.CCCC[N+](CCCC)(CCCC)CCCC.[F-].O. The catalyst is CN(C=O)C. The product is [C:2]([C:3]1[NH:15][C:6]2[C:5]([CH:4]=1)=[CH:10][C:9]([N+:11]([O-:13])=[O:12])=[C:8]([F:14])[CH:7]=2)([CH3:22])([CH3:21])[CH3:1]. The yield is 0.650. (3) The reactants are C(=O)([O-])[O-].[K+].[K+].C1(=O)O[CH2:10][CH2:9][O:8]1.[Br:13][C:14]1[CH:19]=[CH:18][C:17]([OH:20])=[C:16]([O:21][CH3:22])[CH:15]=1.O. The catalyst is C1(C)C=CC=CC=1.C(OCC)(=O)C. The product is [Br:13][C:14]1[CH:19]=[CH:18][C:17]([O:20][CH2:10][CH2:9][OH:8])=[C:16]([O:21][CH3:22])[CH:15]=1. The yield is 0.826. (4) The reactants are [O:1]=[C:2]1[C:10]2([CH2:14][O:13][C:12]3[CH:15]=[C:16]4[C:20](=[CH:21][C:11]2=3)[CH2:19][CH2:18][O:17]4)[C:9]2[C:4](=[CH:5][CH:6]=[CH:7][CH:8]=2)[N:3]1[CH2:22][C:23]([O:25]CC)=[O:24].[Li+].[OH-].Cl. The catalyst is C(OCC)(=O)C.O. The product is [O:1]=[C:2]1[C:10]2([CH2:14][O:13][C:12]3[CH:15]=[C:16]4[C:20](=[CH:21][C:11]2=3)[CH2:19][CH2:18][O:17]4)[C:9]2[C:4](=[CH:5][CH:6]=[CH:7][CH:8]=2)[N:3]1[CH2:22][C:23]([OH:25])=[O:24]. The yield is 0.700. (5) The reactants are [NH:1]1[C:9]2[C:4](=[CH:5][CH:6]=[CH:7][CH:8]=2)[CH:3]=[N:2]1.[Br:10]Br.Cl. The catalyst is [OH-].[Na+].S(=O)(O)[O-].[Na+]. The product is [Br:10][C:3]1[C:4]2[C:9](=[CH:8][CH:7]=[CH:6][CH:5]=2)[NH:1][N:2]=1. The yield is 0.800. (6) The reactants are [Cl:1][C:2]1[CH:27]=[C:26]([Cl:28])[CH:25]=[CH:24][C:3]=1[CH2:4][O:5][C:6]1[CH:11]=[C:10]([O:12][CH2:13][CH2:14][O:15][CH3:16])[CH:9]=[CH:8][C:7]=1/[CH:17]=[CH:18]/[C:19]([O:21]CC)=[O:20].[OH-].[Na+]. The catalyst is O1CCCC1.C(O)C. The product is [Cl:1][C:2]1[CH:27]=[C:26]([Cl:28])[CH:25]=[CH:24][C:3]=1[CH2:4][O:5][C:6]1[CH:11]=[C:10]([O:12][CH2:13][CH2:14][O:15][CH3:16])[CH:9]=[CH:8][C:7]=1/[CH:17]=[CH:18]/[C:19]([OH:21])=[O:20]. The yield is 0.990. (7) The reactants are [CH3:1][C:2]1[C:7]([N:8]2[C:12]3[CH:13]=[CH:14][C:15]([C:17]([F:20])([F:19])[F:18])=[CH:16][C:11]=3[N:10]=[C:9]2[C@H:21]2[CH2:25][CH2:24][CH2:23][O:22]2)=[CH:6][CH:5]=[CH:4][C:3]=1[CH2:26][OH:27].CC(OI1(OC(C)=O)(OC(C)=O)OC(=O)C2C=CC=CC1=2)=O.S([O-])([O-])(=O)=S.[Na+].[Na+].C(=O)([O-])O.[Na+]. The catalyst is C(#N)C. The product is [CH3:1][C:2]1[C:7]([N:8]2[C:12]3[CH:13]=[CH:14][C:15]([C:17]([F:19])([F:20])[F:18])=[CH:16][C:11]=3[N:10]=[C:9]2[C@H:21]2[CH2:25][CH2:24][CH2:23][O:22]2)=[CH:6][CH:5]=[CH:4][C:3]=1[CH:26]=[O:27]. The yield is 0.550. (8) The reactants are [CH:1]([C:4]1[CH:9]=[CH:8][C:7]([CH2:10][C:11]([O:13][CH2:14][CH3:15])=[O:12])=[CH:6][C:5]=1[O:16]C)([CH3:3])[CH3:2].B(Br)(Br)Br. The catalyst is C(Cl)Cl. The product is [CH:1]([C:4]1[CH:9]=[CH:8][C:7]([CH2:10][C:11]([O:13][CH2:14][CH3:15])=[O:12])=[CH:6][C:5]=1[OH:16])([CH3:3])[CH3:2]. The yield is 0.940. (9) The yield is 0.380. The reactants are [OH:1][C:2]1[CH:3]=[C:4]([N:8]2[CH2:12][CH2:11][C@H:10]3[CH2:13][N:14](C(OC(C)(C)C)=O)[CH2:15][C@@H:9]23)[CH:5]=[N:6][CH:7]=1.FC(F)(F)C(O)=O. The product is [OH:1][C:2]1[CH:3]=[C:4]([N:8]2[CH2:12][CH2:11][C@H:10]3[CH2:13][NH:14][CH2:15][C@@H:9]23)[CH:5]=[N:6][CH:7]=1. No catalyst specified.